From a dataset of Catalyst prediction with 721,799 reactions and 888 catalyst types from USPTO. Predict which catalyst facilitates the given reaction. (1) Reactant: [CH3:1][O:2][C:3]1[CH:8]=[CH:7][C:6]([C:9]2[CH:14]=[CH:13][CH:12]=[CH:11][CH:10]=2)=[CH:5][C:4]=1[CH2:15][CH2:16][C:17]1[CH:22]=[CH:21][CH:20]=[CH:19][CH:18]=1.[CH3:23][C:24](OC(C)=O)=[O:25].[Al+3].[Cl-].[Cl-].[Cl-].CC#N. Product: [CH3:1][O:2][C:3]1[CH:8]=[CH:7][C:6]([C:9]2[CH:14]=[CH:13][C:12]([C:24](=[O:25])[CH3:23])=[CH:11][CH:10]=2)=[CH:5][C:4]=1[CH2:15][CH2:16][C:17]1[CH:22]=[CH:21][CH:20]=[CH:19][CH:18]=1. The catalyst class is: 34. (2) Reactant: [OH:1][C:2]1[CH:3]=[C:4]([CH:11]=[CH:12][CH:13]=1)[C:5]([N:7]([O:9][CH3:10])[CH3:8])=[O:6].[H-].[Na+].Cl[CH2:17][O:18][CH3:19]. Product: [CH3:17][O:18][CH2:19][O:1][C:2]1[CH:3]=[C:4]([CH:11]=[CH:12][CH:13]=1)[C:5]([N:7]([O:9][CH3:10])[CH3:8])=[O:6]. The catalyst class is: 9.